This data is from Full USPTO retrosynthesis dataset with 1.9M reactions from patents (1976-2016). The task is: Predict the reactants needed to synthesize the given product. Given the product [NH2:1][C:4]1[N:9]=[CH:8][N:7]=[C:6]([O:10][C:11]2[CH:12]=[CH:13][C:14]([NH:17][C:18]([NH:20][C:21]3[CH:26]=[CH:25][C:24]([CH2:27][N:28]4[CH2:29][CH2:30][N:31]([CH:34]([CH3:36])[CH3:35])[CH2:32][CH2:33]4)=[C:23]([C:37]([F:40])([F:39])[F:38])[CH:22]=3)=[O:19])=[CH:15][CH:16]=2)[CH:5]=1, predict the reactants needed to synthesize it. The reactants are: [N:1]([C:4]1[N:9]=[CH:8][N:7]=[C:6]([O:10][C:11]2[CH:16]=[CH:15][C:14]([NH:17][C:18]([NH:20][C:21]3[CH:26]=[CH:25][C:24]([CH2:27][N:28]4[CH2:33][CH2:32][N:31]([CH:34]([CH3:36])[CH3:35])[CH2:30][CH2:29]4)=[C:23]([C:37]([F:40])([F:39])[F:38])[CH:22]=3)=[O:19])=[CH:13][CH:12]=2)[CH:5]=1)=[N+]=[N-].C(Cl)Cl.CO.